From a dataset of Reaction yield outcomes from USPTO patents with 853,638 reactions. Predict the reaction yield, written as a fraction of the theoretical maximum amount of product (1.0 means a 100% yield; for example, 0.34 means a 34% yield). (1) The reactants are [N+:1]([C:4]1[CH:5]=[C:6]2[C:10](=[CH:11][CH:12]=1)[NH:9][C:8](=[O:13])[CH2:7]2)([O-])=O.C(O)C. The catalyst is O1CCCC1.[Pd]. The product is [NH2:1][C:4]1[CH:5]=[C:6]2[C:10](=[CH:11][CH:12]=1)[NH:9][C:8](=[O:13])[CH2:7]2. The yield is 1.00. (2) The reactants are [CH3:1][Mg+].[Br-].CON(C)[C:7]([C:9]1[C:14](=[O:15])[C:13]([O:16][CH3:17])=[CH:12][N:11]([C:18]2[CH:23]=[CH:22][CH:21]=[C:20]([C:24]([F:27])([F:26])[F:25])[CH:19]=2)[N:10]=1)=[O:8]. The catalyst is C1COCC1. The product is [C:7]([C:9]1[C:14](=[O:15])[C:13]([O:16][CH3:17])=[CH:12][N:11]([C:18]2[CH:23]=[CH:22][CH:21]=[C:20]([C:24]([F:27])([F:26])[F:25])[CH:19]=2)[N:10]=1)(=[O:8])[CH3:1]. The yield is 0.790. (3) The reactants are [Cl:1][C:2]1[S:3][C:4]([C:9]([O:11][CH2:12][CH3:13])=[O:10])=[C:5]([CH2:7][OH:8])[N:6]=1.C([OH:17])(C)C. The catalyst is CC(C)=O.S(=O)(=O)(O)O.O.[O-2].[O-2].[O-2].[Cr+6]. The product is [Cl:1][C:2]1[S:3][C:4]([C:9]([O:11][CH2:12][CH3:13])=[O:10])=[C:5]([C:7]([OH:17])=[O:8])[N:6]=1. The yield is 0.900. (4) The reactants are [OH:1][C:2]1[CH:10]=[CH:9][C:8]([C:11]2[N:12]([C:27]([O:29][C:30]([CH3:33])([CH3:32])[CH3:31])=[O:28])[C:13]3[C:18]([CH:19]=2)=[CH:17][C:16]([CH2:20][N:21]2[CH2:26][CH2:25][CH2:24][CH2:23][CH2:22]2)=[CH:15][CH:14]=3)=[C:7]2[C:3]=1[CH2:4][NH:5][C:6]2=[O:34].C(N(CC)CC)C.[CH:42](/[S:50](Cl)(=[O:52])=[O:51])=[CH:43]\[C:44]1[CH:49]=[CH:48][CH:47]=[CH:46][CH:45]=1. The catalyst is C(#N)C. The product is [CH:42](/[S:50]([O:1][C:2]1[CH:10]=[CH:9][C:8]([C:11]2[N:12]([C:27]([O:29][C:30]([CH3:31])([CH3:33])[CH3:32])=[O:28])[C:13]3[C:18]([CH:19]=2)=[CH:17][C:16]([CH2:20][N:21]2[CH2:26][CH2:25][CH2:24][CH2:23][CH2:22]2)=[CH:15][CH:14]=3)=[C:7]2[C:3]=1[CH2:4][NH:5][C:6]2=[O:34])(=[O:52])=[O:51])=[CH:43]\[C:44]1[CH:49]=[CH:48][CH:47]=[CH:46][CH:45]=1. The yield is 0.210. (5) The product is [CH:34]([C@H:28]([NH:27][C:13]([C:12]1[C:7]2[NH:6][C:5](=[O:16])[N:4]([CH:1]([CH3:2])[CH3:3])[C:8]=2[CH:9]=[CH:10][CH:11]=1)=[O:15])[C:29](=[O:33])[CH:30]([CH3:32])[CH3:31])([CH3:36])[CH3:35]. The reactants are [CH:1]([N:4]1[C:8]2[CH:9]=[CH:10][CH:11]=[C:12]([C:13]([OH:15])=O)[C:7]=2[NH:6][C:5]1=[O:16])([CH3:3])[CH3:2].C(N(C(C)C)CC)(C)C.Cl.[NH2:27][C@@H:28]([CH:34]([CH3:36])[CH3:35])[C:29](=[O:33])[CH:30]([CH3:32])[CH3:31]. The catalyst is S(Cl)(Cl)=O.O1CCOCC1.O. The yield is 0.990. (6) The reactants are [NH2:1][C:2]1[CH:3]=[N:4][CH:5]=[CH:6][C:7]=1I.[I-].[CH3:10][C:11]1[C:15]([Zn+])=[C:14]([CH3:17])[O:13][N:12]=1.C(N(CC(O)=O)CC(O)=O)CN(CC(O)=O)CC(O)=O.[Li+].[OH-]. The catalyst is C1COCC1. The product is [CH3:10][C:11]1[C:15]([C:7]2[CH:6]=[CH:5][N:4]=[CH:3][C:2]=2[NH2:1])=[C:14]([CH3:17])[O:13][N:12]=1. The yield is 1.14. (7) The reactants are [NH:1]1[CH:5]=[C:4]([C:6]2[N:11]=[CH:10][C:9]3[CH:12]=[N:13][N:14]([C:15]4[N:20]=[C:19]([N:21]5[CH2:27][CH2:26][CH2:25][N:24](C(OC(C)(C)C)=O)[CH2:23][CH2:22]5)[CH:18]=[CH:17][CH:16]=4)[C:8]=3[CH:7]=2)[CH:3]=[N:2]1.[O:35]1[CH2:37][CH2:36]1. No catalyst specified. The product is [N:21]1([C:19]2[N:20]=[C:15]([N:14]3[C:8]4[CH:7]=[C:6]([C:4]5[CH:3]=[N:2][N:1]([CH2:37][CH2:36][OH:35])[CH:5]=5)[N:11]=[CH:10][C:9]=4[CH:12]=[N:13]3)[CH:16]=[CH:17][CH:18]=2)[CH2:27][CH2:26][CH2:25][NH:24][CH2:23][CH2:22]1. The yield is 0.710. (8) The reactants are [C:1]1([CH2:7][CH2:8][C:9](=O)[CH3:10])[CH:6]=[CH:5][CH:4]=[CH:3][CH:2]=1.C([Sn](CC=C)(CC=C)CC=C)C=C.[OH2:25]. The catalyst is [Sc]. The product is [C:1]1([CH:7]([OH:25])[CH2:8][CH:9]=[CH2:10])[CH:6]=[CH:5][CH:4]=[CH:3][CH:2]=1. The yield is 0.980.